This data is from Forward reaction prediction with 1.9M reactions from USPTO patents (1976-2016). The task is: Predict the product of the given reaction. The product is: [F:1][C:2]1[CH:7]=[C:6]([F:8])[CH:5]=[CH:4][C:3]=1[C:9]1[CH:10]=[C:11]2[C:16](=[CH:17][CH:18]=1)[CH:15]=[C:14]([S:19][CH2:34][CH2:33][C:32]#[N:35])[CH:13]=[CH:12]2. Given the reactants [F:1][C:2]1[CH:7]=[C:6]([F:8])[CH:5]=[CH:4][C:3]=1[C:9]1[CH:10]=[C:11]2[C:16](=[CH:17][CH:18]=1)[CH:15]=[C:14]([SH:19])[CH:13]=[CH:12]2.BrC1C=C2C(=CC=1)C=C(O)C=C2.[C:32](#[N:35])[CH:33]=[CH2:34].C(N(CC)CC)C, predict the reaction product.